Dataset: Full USPTO retrosynthesis dataset with 1.9M reactions from patents (1976-2016). Task: Predict the reactants needed to synthesize the given product. Given the product [CH3:13][C:8]1([CH3:14])[CH2:9][CH2:10][C:11]2[CH:12]=[C:3]([O:2][C:50](=[O:57])[C:51]3[CH:56]=[CH:55][CH:54]=[CH:53][CH:52]=3)[C:4]([N:15]3[CH2:16][C:17](=[O:22])[NH:18][S:19]3(=[O:21])=[O:20])=[CH:5][C:6]=2[CH2:7]1, predict the reactants needed to synthesize it. The reactants are: [K].[OH:2][C:3]1[C:4]([N:15]2[S:19](=[O:21])(=[O:20])[NH:18][C:17](=[O:22])[CH2:16]2)=[CH:5][C:6]2[CH2:7][C:8]([CH3:14])([CH3:13])[CH2:9][CH2:10][C:11]=2[CH:12]=1.OC1C(N2S(=O)(=O)NC(=O)C2)=CC2CC(C)(C)CCC=2C=1.CC(C)([O-])C.[K+].[C:50](Cl)(=[O:57])[C:51]1[CH:56]=[CH:55][CH:54]=[CH:53][CH:52]=1.